From a dataset of Catalyst prediction with 721,799 reactions and 888 catalyst types from USPTO. Predict which catalyst facilitates the given reaction. (1) Reactant: [F:1][C:2]([F:12])([F:11])[O:3][C:4]1[CH:9]=[CH:8][C:7]([OH:10])=[CH:6][CH:5]=1.F[C:14]1[CH:19]=[CH:18][CH:17]=[CH:16][C:15]=1[N+:20]([O-:22])=[O:21].C(=O)([O-])[O-].[K+].[K+]. Product: [F:1][C:2]([F:11])([F:12])[O:3][C:4]1[CH:5]=[CH:6][C:7]([O:10][C:14]2[CH:19]=[CH:18][CH:17]=[CH:16][C:15]=2[N+:20]([O-:22])=[O:21])=[CH:8][CH:9]=1. The catalyst class is: 3. (2) The catalyst class is: 4. Product: [CH2:20]([O:19][C:18]([NH:1][CH:2]1[CH2:5][C:4]([C:6]([O:8][CH:9]([CH3:11])[CH3:10])=[O:7])([C:12]([O:14][CH:15]([CH3:17])[CH3:16])=[O:13])[CH2:3]1)=[O:27])[C:21]1[CH:26]=[CH:25][CH:24]=[CH:23][CH:22]=1. Reactant: [NH2:1][CH:2]1[CH2:5][C:4]([C:12]([O:14][CH:15]([CH3:17])[CH3:16])=[O:13])([C:6]([O:8][CH:9]([CH3:11])[CH3:10])=[O:7])[CH2:3]1.[C:18](Cl)(=[O:27])[O:19][CH2:20][C:21]1[CH:26]=[CH:25][CH:24]=[CH:23][CH:22]=1.C(N(CC)CC)C. (3) Reactant: [CH2:1]([O:3][C:4](=[O:33])[C@H:5]([CH2:31][OH:32])[CH2:6][C@H:7]([NH:23][C:24]([O:26][C:27]([CH3:30])([CH3:29])[CH3:28])=[O:25])[CH2:8][C:9]1[CH:14]=[CH:13][C:12]([C:15]2[CH:20]=[C:19]([Cl:21])[CH:18]=[CH:17][C:16]=2[F:22])=[CH:11][CH:10]=1)[CH3:2].[S:34](Cl)([CH3:37])(=[O:36])=[O:35].CCN(CC)CC. Product: [CH2:1]([O:3][C:4](=[O:33])[C@H:5]([CH2:31][O:32][S:34]([CH3:37])(=[O:36])=[O:35])[CH2:6][C@H:7]([NH:23][C:24]([O:26][C:27]([CH3:29])([CH3:28])[CH3:30])=[O:25])[CH2:8][C:9]1[CH:14]=[CH:13][C:12]([C:15]2[CH:20]=[C:19]([Cl:21])[CH:18]=[CH:17][C:16]=2[F:22])=[CH:11][CH:10]=1)[CH3:2]. The catalyst class is: 2. (4) Reactant: [C:1]([C:4]1[CH:9]=[CH:8][C:7]([B:10]([OH:12])[OH:11])=[C:6]([O:13][CH3:14])[CH:5]=1)(O)=[O:2].[H-].[H-].[H-].[H-].[Li+].[Al+3]. Product: [OH:2][CH2:1][C:4]1[CH:9]=[CH:8][C:7]([B:10]([OH:11])[OH:12])=[C:6]([O:13][CH3:14])[CH:5]=1. The catalyst class is: 1. (5) Reactant: CS(C)=O.C(Cl)(=O)C(Cl)=O.[Cl:11][C:12]1[N:17]=[CH:16][C:15]([CH2:18][OH:19])=[C:14]([NH:20][CH:21]([CH3:23])[CH3:22])[CH:13]=1.CCN(CC)CC. Product: [Cl:11][C:12]1[CH:13]=[C:14]([NH:20][CH:21]([CH3:23])[CH3:22])[C:15]([CH:18]=[O:19])=[CH:16][N:17]=1. The catalyst class is: 2. (6) Reactant: [Br:1][C:2]1[CH:3]=[C:4]([CH:20]=[C:21]([CH3:23])[CH:22]=1)[C:5](=[NH:19])[NH:6][C:7]1[C:12]([CH:13]([CH3:15])[CH3:14])=[CH:11][CH:10]=[CH:9][C:8]=1[CH:16]([CH3:18])[CH3:17].Cl[CH2:25][CH:26]=O.C(=O)(O)[O-].[Na+].CC(O)C. Product: [Br:1][C:2]1[CH:3]=[C:4]([C:5]2[N:6]([C:7]3[C:8]([CH:16]([CH3:17])[CH3:18])=[CH:9][CH:10]=[CH:11][C:12]=3[CH:13]([CH3:15])[CH3:14])[CH:25]=[CH:26][N:19]=2)[CH:20]=[C:21]([CH3:23])[CH:22]=1. The catalyst class is: 84.